This data is from Catalyst prediction with 721,799 reactions and 888 catalyst types from USPTO. The task is: Predict which catalyst facilitates the given reaction. (1) Reactant: [CH2:1]([S:3]([C:6]1[C:7]([C:12]([OH:14])=O)=[N:8][CH:9]=[CH:10][CH:11]=1)(=[O:5])=[O:4])[CH3:2].S(Cl)([Cl:17])=O. Product: [CH2:1]([S:3]([C:6]1[C:7]([C:12]([Cl:17])=[O:14])=[N:8][CH:9]=[CH:10][CH:11]=1)(=[O:5])=[O:4])[CH3:2]. The catalyst class is: 588. (2) Reactant: [CH3:1][C:2]([CH3:7])([CH3:6])[C:3](Cl)=[O:4].[F:8][C:9]1[CH:15]=[CH:14][C:13]([OH:16])=[CH:12][C:10]=1[NH2:11]. Product: [F:8][C:9]1[CH:15]=[CH:14][C:13]([OH:16])=[CH:12][C:10]=1[NH:11][C:3](=[O:4])[C:2]([CH3:7])([CH3:6])[CH3:1]. The catalyst class is: 17. (3) Reactant: [C:1]([O:5][C:6](=[O:27])[C:7]([NH:10][C:11]1[CH:16]=[CH:15][CH:14]=[C:13]([CH2:17][CH2:18][NH:19][CH2:20][CH2:21][CH2:22][CH2:23][CH2:24][CH2:25][CH3:26])[CH:12]=1)([CH3:9])[CH3:8])([CH3:4])([CH3:3])[CH3:2].[F:28][C:29]1[CH:34]=[C:33]([F:35])[CH:32]=[CH:31][C:30]=1[N:36]=[C:37]=[O:38].C(N(CC)C(C)C)(C)C. Product: [C:1]([O:5][C:6](=[O:27])[C:7]([NH:10][C:11]1[CH:16]=[CH:15][CH:14]=[C:13]([CH2:17][CH2:18][N:19]([CH2:20][CH2:21][CH2:22][CH2:23][CH2:24][CH2:25][CH3:26])[C:37]([NH:36][C:30]2[CH:31]=[CH:32][C:33]([F:35])=[CH:34][C:29]=2[F:28])=[O:38])[CH:12]=1)([CH3:9])[CH3:8])([CH3:4])([CH3:3])[CH3:2]. The catalyst class is: 2. (4) The catalyst class is: 7. Product: [OH:12][CH2:11][C:9]1[C:10]2[C:2]([CH3:1])=[CH:3][CH:4]=[CH:5][C:6]=2[S:7][CH:8]=1. Reactant: [CH3:1][C:2]1[C:10]2[C:9]([C:11](O)=[O:12])=[CH:8][S:7][C:6]=2[CH:5]=[CH:4][CH:3]=1.Cl. (5) Reactant: [CH:1]1([C:7]2[C:8]([O:16][CH2:17][C:18]([F:21])([F:20])[F:19])=[N:9][CH:10]=[C:11]([CH:15]=2)[C:12]([OH:14])=O)[CH2:6][CH2:5][CH2:4][CH2:3][CH2:2]1.C(Cl)(=O)C(Cl)=O.CCN(C(C)C)C(C)C.[N:37]1[CH:42]=[CH:41][N:40]=[CH:39][C:38]=1[NH2:43]. Product: [CH:1]1([C:7]2[C:8]([O:16][CH2:17][C:18]([F:21])([F:20])[F:19])=[N:9][CH:10]=[C:11]([CH:15]=2)[C:12]([NH:43][C:38]2[CH:39]=[N:40][CH:41]=[CH:42][N:37]=2)=[O:14])[CH2:2][CH2:3][CH2:4][CH2:5][CH2:6]1. The catalyst class is: 4.